This data is from Full USPTO retrosynthesis dataset with 1.9M reactions from patents (1976-2016). The task is: Predict the reactants needed to synthesize the given product. (1) Given the product [N:28]1([C:34]2[CH:35]=[C:36]([NH:40][C:4]3[N:9]=[CH:8][C:7]4=[CH:10][CH:11]=[C:12]([C:13]5[CH:14]=[N:15][CH:16]=[CH:17][CH:18]=5)[N:6]4[N:5]=3)[CH:37]=[CH:38][CH:39]=2)[CH2:29][CH2:30][O:31][CH2:32][CH2:33]1, predict the reactants needed to synthesize it. The reactants are: CS([C:4]1[N:9]=[CH:8][C:7]2=[CH:10][CH:11]=[C:12]([C:13]3[CH:14]=[N:15][CH:16]=[CH:17][CH:18]=3)[N:6]2[N:5]=1)=O.C(N(CC)C(C)C)(C)C.[N:28]1([C:34]2[CH:35]=[C:36]([NH2:40])[CH:37]=[CH:38][CH:39]=2)[CH2:33][CH2:32][O:31][CH2:30][CH2:29]1.COCC(O)C. (2) Given the product [CH3:6][C:7]1[CH:8]=[C:9]([NH:13][C:14]2[S:15][C:16]([CH2:25][N:36]3[CH2:41][CH2:40][CH2:39][CH2:38][CH2:37]3)=[C:17]([C:19]3[CH:24]=[CH:23][N:22]=[CH:21][CH:20]=3)[N:18]=2)[CH:10]=[CH:11][CH:12]=1, predict the reactants needed to synthesize it. The reactants are: CS(Cl)(=O)=O.[CH3:6][C:7]1[CH:8]=[C:9]([NH:13][C:14]2[S:15][C:16]([CH2:25]O)=[C:17]([C:19]3[CH:24]=[CH:23][N:22]=[CH:21][CH:20]=3)[N:18]=2)[CH:10]=[CH:11][CH:12]=1.CCN(C(C)C)C(C)C.[NH:36]1[CH2:41][CH2:40][CH2:39][CH2:38][CH2:37]1. (3) Given the product [CH:1]([O:4][C:5]([N:7]1[CH2:12][CH2:11][CH:10]([O:13][C:14]2[C:19]([CH2:20][CH3:21])=[C:18]([O:34][C:25]3[CH:26]=[CH:27][C:28]([S:30]([CH3:33])(=[O:32])=[O:31])=[CH:29][C:24]=3[F:23])[N:17]=[CH:16][N:15]=2)[CH2:9][CH2:8]1)=[O:6])([CH3:3])[CH3:2], predict the reactants needed to synthesize it. The reactants are: [CH:1]([O:4][C:5]([N:7]1[CH2:12][CH2:11][CH:10]([O:13][C:14]2[C:19]([CH2:20][CH3:21])=[C:18](Cl)[N:17]=[CH:16][N:15]=2)[CH2:9][CH2:8]1)=[O:6])([CH3:3])[CH3:2].[F:23][C:24]1[CH:29]=[C:28]([S:30]([CH3:33])(=[O:32])=[O:31])[CH:27]=[CH:26][C:25]=1[OH:34].[H-].[Na+]. (4) Given the product [CH3:28][C@@H:29]1[CH2:33][CH2:32][CH2:31][N:30]1[CH2:2][CH2:3][C:4]1[CH:13]=[C:12]2[C:7]([CH:8]=[C:9]([C:14]3[CH:21]=[CH:20][C:17]([C:18]#[N:19])=[CH:16][CH:15]=3)[N:10]=[CH:11]2)=[CH:6][CH:5]=1, predict the reactants needed to synthesize it. The reactants are: O[CH2:2][CH2:3][C:4]1[CH:13]=[C:12]2[C:7]([CH:8]=[C:9]([C:14]3[CH:21]=[CH:20][C:17]([C:18]#[N:19])=[CH:16][CH:15]=3)[N:10]=[CH:11]2)=[CH:6][CH:5]=1.CS(Cl)(=O)=O.Cl.[CH3:28][C@@H:29]1[CH2:33][CH2:32][CH2:31][NH:30]1. (5) Given the product [CH3:23][N:24]([CH2:32][C:33]#[C:34][C:2]1[CH:3]=[CH:4][C:5]([C:8](=[O:9])[C:10]2[CH:15]=[CH:14][C:13]([O:16][CH:17]3[CH2:22][CH2:21][CH2:20][CH2:19][O:18]3)=[CH:12][CH:11]=2)=[CH:6][N:7]=1)[C:25](=[O:31])[O:26][C:27]([CH3:29])([CH3:30])[CH3:28], predict the reactants needed to synthesize it. The reactants are: Cl[C:2]1[N:7]=[CH:6][C:5]([C:8]([C:10]2[CH:15]=[CH:14][C:13]([O:16][CH:17]3[CH2:22][CH2:21][CH2:20][CH2:19][O:18]3)=[CH:12][CH:11]=2)=[O:9])=[CH:4][CH:3]=1.[CH3:23][N:24]([CH2:32][C:33]#[CH:34])[C:25](=[O:31])[O:26][C:27]([CH3:30])([CH3:29])[CH3:28].